This data is from NCI-60 drug combinations with 297,098 pairs across 59 cell lines. The task is: Regression. Given two drug SMILES strings and cell line genomic features, predict the synergy score measuring deviation from expected non-interaction effect. (1) Drug 1: CN(C)N=NC1=C(NC=N1)C(=O)N. Drug 2: C1=CC(=CC=C1CCCC(=O)O)N(CCCl)CCCl. Cell line: OVCAR-8. Synergy scores: CSS=20.3, Synergy_ZIP=0.947, Synergy_Bliss=7.08, Synergy_Loewe=-0.317, Synergy_HSA=5.27. (2) Drug 1: CC1CCC2CC(C(=CC=CC=CC(CC(C(=O)C(C(C(=CC(C(=O)CC(OC(=O)C3CCCCN3C(=O)C(=O)C1(O2)O)C(C)CC4CCC(C(C4)OC)OCCO)C)C)O)OC)C)C)C)OC. Drug 2: CN1C2=C(C=C(C=C2)N(CCCl)CCCl)N=C1CCCC(=O)O.Cl. Cell line: SN12C. Synergy scores: CSS=12.6, Synergy_ZIP=-4.18, Synergy_Bliss=0.990, Synergy_Loewe=-20.4, Synergy_HSA=-1.30. (3) Drug 1: COC1=C(C=C2C(=C1)N=CN=C2NC3=CC(=C(C=C3)F)Cl)OCCCN4CCOCC4. Drug 2: C1=NC2=C(N=C(N=C2N1C3C(C(C(O3)CO)O)O)F)N. Cell line: HCT116. Synergy scores: CSS=14.8, Synergy_ZIP=-7.09, Synergy_Bliss=-4.58, Synergy_Loewe=-3.74, Synergy_HSA=-2.39. (4) Drug 1: CCC1=C2CN3C(=CC4=C(C3=O)COC(=O)C4(CC)O)C2=NC5=C1C=C(C=C5)O. Drug 2: C#CCC(CC1=CN=C2C(=N1)C(=NC(=N2)N)N)C3=CC=C(C=C3)C(=O)NC(CCC(=O)O)C(=O)O. Cell line: UO-31. Synergy scores: CSS=57.4, Synergy_ZIP=1.75, Synergy_Bliss=-0.173, Synergy_Loewe=0.339, Synergy_HSA=2.73. (5) Drug 1: C1CC(CCC1OC2=C(C(=CC=C2)Cl)F)(CC3=NC(=CC=C3)NC4=NC=CS4)C(=O)O. Drug 2: CC1CC(C(C(C=C(C(C(C=CC=C(C(=O)NC2=CC(=O)C(=C(C1)C2=O)OC)C)OC)OC(=O)N)C)C)O)OC. Cell line: NCIH23. Synergy scores: CSS=70.4, Synergy_ZIP=-0.120, Synergy_Bliss=-1.54, Synergy_Loewe=0.944, Synergy_HSA=4.36.